This data is from Reaction yield outcomes from USPTO patents with 853,638 reactions. The task is: Predict the reaction yield, written as a fraction of the theoretical maximum amount of product (1.0 means a 100% yield; for example, 0.34 means a 34% yield). (1) The reactants are [H-].[Na+].[C:3]([O:9][CH3:10])(=[O:8])[CH2:4][C:5]([CH3:7])=[O:6].Cl[CH2:12][C:13]1[CH:14]=[C:15]([C:19]#[N:20])[CH:16]=[N:17][CH:18]=1.Cl. The catalyst is COCCOC.[I-].C([N+](CCCC)(CCCC)CCCC)CCC.O. The product is [C:19]([C:15]1[CH:14]=[C:13]([CH2:12][CH:4]([C:5](=[O:6])[CH3:7])[C:3]([O:9][CH3:10])=[O:8])[CH:18]=[N:17][CH:16]=1)#[N:20]. The yield is 0.570. (2) The yield is 0.800. The reactants are [CH2:1]([C:4]1[C:13]([N:14]([CH2:21][CH3:22])[CH:15]2[CH2:20][CH2:19][O:18][CH2:17][CH2:16]2)=[CH:12][CH:11]=[CH:10][C:5]=1[C:6]([O:8]C)=[O:7])[CH:2]=[CH2:3].[OH-].[Na+]. The catalyst is CO. The product is [CH2:1]([C:4]1[C:13]([N:14]([CH2:21][CH3:22])[CH:15]2[CH2:20][CH2:19][O:18][CH2:17][CH2:16]2)=[CH:12][CH:11]=[CH:10][C:5]=1[C:6]([OH:8])=[O:7])[CH:2]=[CH2:3]. (3) The reactants are [I:1]I.[C@:3]12([CH2:13]S(O)(=O)=O)[C:10]([CH3:12])([CH3:11])[CH:7]([CH2:8][CH2:9]1)[CH2:6][C:4]2=[O:5].C1(P(C2C=CC=CC=2)C2C=CC=CC=2)C=CC=CC=1. The catalyst is C1(C)C=CC=CC=1. The product is [I:1][CH2:13][C@:3]12[C:10]([CH3:12])([CH3:11])[CH:7]([CH2:8][CH2:9]1)[CH2:6][C:4]2=[O:5]. The yield is 0.850. (4) The reactants are Br[C:2]1[CH:7]=[C:6]([NH:8][C:9](=[O:18])[C:10]2[C:15]([Cl:16])=[CH:14][CH:13]=[CH:12][C:11]=2[Cl:17])[CH:5]=[CH:4][N:3]=1.[NH2:19][C:20]1[N:25]=[C:24]([CH3:26])[CH:23]=[CH:22][N:21]=1.CC1(C)C2C(=C(P(C3C=CC=CC=3)C3C=CC=CC=3)C=CC=2)OC2C(P(C3C=CC=CC=3)C3C=CC=CC=3)=CC=CC1=2.C([O-])([O-])=O.[Cs+].[Cs+]. The catalyst is C1C=CC(/C=C/C(/C=C/C2C=CC=CC=2)=O)=CC=1.C1C=CC(/C=C/C(/C=C/C2C=CC=CC=2)=O)=CC=1.C1C=CC(/C=C/C(/C=C/C2C=CC=CC=2)=O)=CC=1.[Pd].[Pd].O1CCOCC1. The product is [Cl:17][C:11]1[CH:12]=[CH:13][CH:14]=[C:15]([Cl:16])[C:10]=1[C:9]([NH:8][C:6]1[CH:5]=[CH:4][N:3]=[C:2]([NH:19][C:20]2[N:25]=[C:24]([CH3:26])[CH:23]=[CH:22][N:21]=2)[CH:7]=1)=[O:18]. The yield is 0.120. (5) The reactants are C1C(=O)N([Cl:8])C(=O)C1.[Br:9][C:10]1[C:14]2[C:15]([NH2:19])=[N:16][CH:17]=[CH:18][C:13]=2[N:12]([C@@H:20]2[CH2:25][CH2:24][CH2:23][NH:22][CH2:21]2)[N:11]=1. The catalyst is C(#N)C. The product is [Br:9][C:10]1[C:14]2[C:15]([NH2:19])=[N:16][CH:17]=[C:18]([Cl:8])[C:13]=2[N:12]([C@@H:20]2[CH2:25][CH2:24][CH2:23][NH:22][CH2:21]2)[N:11]=1. The yield is 0.278. (6) The reactants are [N+](C1C=CC(N)=C(N)C=1)([O-])=O.[F:12][C:13]([F:27])([F:26])[C:14]1[NH:15][C:16]2[CH:22]=[C:21]([N+:23]([O-])=O)[CH:20]=[CH:19][C:17]=2[N:18]=1.[N+](C1NC2C=CC=CC=2N=1)([O-])=O. The catalyst is FC(F)(F)C(O)=O.CCOC(C)=O.CO.[Pd]. The product is [F:27][C:13]([F:12])([F:26])[C:14]1[NH:15][C:16]2[CH:22]=[C:21]([NH2:23])[CH:20]=[CH:19][C:17]=2[N:18]=1. The yield is 0.800. (7) The reactants are [Br:1][C:2]1[CH:3]=[N:4][CH:5]=[CH:6][C:7]=1F.C[O-].[Na+].CO.C(O)(=O)C[C:16](CC(O)=O)(C(O)=O)[OH:17]. No catalyst specified. The product is [Br:1][C:2]1[CH:3]=[N:4][CH:5]=[CH:6][C:7]=1[O:17][CH3:16]. The yield is 0.400. (8) The reactants are S(Cl)([Cl:3])=O.[Cl:5][C:6]1[CH:7]=[C:8]([N:13]2[CH:17]=[C:16]([CH2:18]O)[N:15]=[CH:14]2)[CH:9]=[CH:10][C:11]=1[Cl:12].[OH-].[Na+]. No catalyst specified. The product is [Cl:3][CH2:18][C:16]1[N:15]=[CH:14][N:13]([C:8]2[CH:9]=[CH:10][C:11]([Cl:12])=[C:6]([Cl:5])[CH:7]=2)[CH:17]=1. The yield is 0.950.